Dataset: Aqueous solubility values for 9,982 compounds from the AqSolDB database. Task: Regression/Classification. Given a drug SMILES string, predict its absorption, distribution, metabolism, or excretion properties. Task type varies by dataset: regression for continuous measurements (e.g., permeability, clearance, half-life) or binary classification for categorical outcomes (e.g., BBB penetration, CYP inhibition). For this dataset (solubility_aqsoldb), we predict Y. The Y is -3.34 log mol/L. The compound is C=CCCCC=C.